Dataset: Forward reaction prediction with 1.9M reactions from USPTO patents (1976-2016). Task: Predict the product of the given reaction. (1) Given the reactants [Cl:1][C:2]1[CH:10]=[CH:9][C:8]([C:11]2[N:12]([C:22]([O:24][C:25]([CH3:28])([CH3:27])[CH3:26])=[O:23])[C:13]3[C:18]([CH:19]=2)=[CH:17][C:16]([CH:20]=O)=[CH:15][CH:14]=3)=[C:7]2[C:3]=1[CH2:4][NH:5][C:6]2=[O:29].[NH2:30][C:31]([CH3:35])([CH3:34])[CH2:32][OH:33].C(O[BH-](OC(=O)C)OC(=O)C)(=O)C.[Na+], predict the reaction product. The product is: [Cl:1][C:2]1[CH:10]=[CH:9][C:8]([C:11]2[N:12]([C:22]([O:24][C:25]([CH3:27])([CH3:26])[CH3:28])=[O:23])[C:13]3[C:18]([CH:19]=2)=[CH:17][C:16]([CH2:20][NH:30][C:31]([CH3:35])([CH3:34])[CH2:32][OH:33])=[CH:15][CH:14]=3)=[C:7]2[C:3]=1[CH2:4][NH:5][C:6]2=[O:29]. (2) Given the reactants [Br:1][C:2]1[CH:9]=[CH:8][C:5]([C:6]#[N:7])=[C:4]([F:10])[C:3]=1[CH3:11].C(O)(C(F)(F)F)=[O:13].S(=O)(=O)(O)O, predict the reaction product. The product is: [Br:1][C:2]1[CH:9]=[CH:8][C:5]([C:6]([NH2:7])=[O:13])=[C:4]([F:10])[C:3]=1[CH3:11]. (3) Given the reactants [Br:1][C:2]1[CH:7]=[C:6]([O:8][C@@H:9]([CH3:13])[CH2:10][O:11][CH3:12])[CH:5]=[C:4]([O:14]C)[CH:3]=1.C[S-].[Na+].Cl, predict the reaction product. The product is: [Br:1][C:2]1[CH:3]=[C:4]([OH:14])[CH:5]=[C:6]([O:8][C@@H:9]([CH3:13])[CH2:10][O:11][CH3:12])[CH:7]=1. (4) Given the reactants [NH:1]1[C:9]2[C:4](=[CH:5][CH:6]=[CH:7][CH:8]=2)[CH:3]=[CH:2]1.C(=O)([O-])[O-].[Cs+].[Cs+].[C:16]1(I)[CH:21]=[CH:20][CH:19]=[CH:18][CH:17]=1, predict the reaction product. The product is: [C:16]1([N:1]2[C:9]3[C:4](=[CH:5][CH:6]=[CH:7][CH:8]=3)[CH:3]=[CH:2]2)[CH:21]=[CH:20][CH:19]=[CH:18][CH:17]=1. (5) Given the reactants [OH:1][C:2]1[CH:3]=[C:4]2[C:9](=[CH:10][CH:11]=1)[N:8]=[CH:7][CH:6]=[C:5]2[S:12][C:13]1([C:17]([O:19]CC)=[O:18])[CH2:16][CH2:15][CH2:14]1.[OH-].[Na+].O, predict the reaction product. The product is: [OH:1][C:2]1[CH:3]=[C:4]2[C:9](=[CH:10][CH:11]=1)[N:8]=[CH:7][CH:6]=[C:5]2[S:12][C:13]1([C:17]([OH:19])=[O:18])[CH2:14][CH2:15][CH2:16]1. (6) Given the reactants [Br:1][C:2]1[CH:7]=[CH:6][C:5]([CH2:8][CH3:9])=[CH:4][CH:3]=1.C1C(=O)N([Br:17])C(=O)C1, predict the reaction product. The product is: [Br:1][C:2]1[CH:7]=[CH:6][C:5]([CH:8]([Br:17])[CH3:9])=[CH:4][CH:3]=1. (7) Given the reactants [NH2:1][C:2]1[CH:7]=[CH:6][C:5]([Br:8])=[CH:4][C:3]=1[SH:9].[N+:10]([C:13]1[CH:20]=[CH:19][C:16]([CH:17]=O)=[CH:15][CH:14]=1)([O-:12])=[O:11].O, predict the reaction product. The product is: [Br:8][C:5]1[CH:6]=[CH:7][C:2]2[N:1]=[C:17]([C:16]3[CH:19]=[CH:20][C:13]([N+:10]([O-:12])=[O:11])=[CH:14][CH:15]=3)[S:9][C:3]=2[CH:4]=1. (8) Given the reactants [Cl:1][C:2]1[N:7]=[CH:6][C:5]([CH2:8][N:9]2[C:13]([CH3:14])=[CH:12][C:11]([C:15]([OH:17])=O)=[N:10]2)=[CH:4][CH:3]=1.O[N:19]=[C:20]([C:22]1[CH:27]=[CH:26][C:25]([C:28]2([C:34]([N:36]([CH3:38])[CH3:37])=[O:35])[CH2:33][CH2:32][O:31][CH2:30][CH2:29]2)=[CH:24][CH:23]=1)[NH2:21], predict the reaction product. The product is: [Cl:1][C:2]1[N:7]=[CH:6][C:5]([CH2:8][N:9]2[C:13]([CH3:14])=[CH:12][C:11]([C:15]3[O:17][N:21]=[C:20]([C:22]4[CH:23]=[CH:24][C:25]([C:28]5([C:34]([N:36]([CH3:38])[CH3:37])=[O:35])[CH2:29][CH2:30][O:31][CH2:32][CH2:33]5)=[CH:26][CH:27]=4)[N:19]=3)=[N:10]2)=[CH:4][CH:3]=1. (9) The product is: [F:27][C:25]1[CH:24]=[N:23][CH:22]=[C:21]([N:20]2[N:11]=[N:12][C:13]([C:14]3[CH:15]=[N:16][CH:17]=[CH:18][CH:19]=3)=[N:28]2)[CH:26]=1. Given the reactants CC1C=CC(S([NH:11][N:12]=[CH:13][C:14]2[CH:15]=[N:16][CH:17]=[CH:18][CH:19]=2)(=O)=O)=CC=1.[NH2:20][C:21]1[CH:22]=[N:23][CH:24]=[C:25]([F:27])[CH:26]=1.[N:28]1C=CC=CC=1.C(ON=O)CCC, predict the reaction product.